The task is: Predict the reaction yield, written as a fraction of the theoretical maximum amount of product (1.0 means a 100% yield; for example, 0.34 means a 34% yield).. This data is from Reaction yield outcomes from USPTO patents with 853,638 reactions. The reactants are [CH3:1][C:2]1[NH:3][C:4]2[C:9]([C:10]=1[CH3:11])=[CH:8][C:7]([N+:12]([O-:14])=[O:13])=[CH:6][CH:5]=2.[OH-].[Na+].[Cl:17][C:18]1[CH:26]=[CH:25][CH:24]=[C:23]([Cl:27])[C:19]=1[C:20](Cl)=[O:21]. The catalyst is [Cl-].C([N+](CCCC)(CCCC)CCCC)CCC.C(Cl)Cl.CN(C=O)C.O. The product is [Cl:17][C:18]1[CH:26]=[CH:25][CH:24]=[C:23]([Cl:27])[C:19]=1[C:20]([N:3]1[C:4]2[C:9](=[CH:8][C:7]([N+:12]([O-:14])=[O:13])=[CH:6][CH:5]=2)[C:10]([CH3:11])=[C:2]1[CH3:1])=[O:21]. The yield is 0.770.